The task is: Predict the reactants needed to synthesize the given product.. This data is from Full USPTO retrosynthesis dataset with 1.9M reactions from patents (1976-2016). (1) Given the product [Br:15][CH2:12][CH:8]1[CH2:7][CH2:6][C:5]2[C:10](=[CH:11][C:2]([OH:1])=[CH:3][CH:4]=2)[O:9]1, predict the reactants needed to synthesize it. The reactants are: [OH:1][C:2]1[CH:11]=[C:10]2[C:5]([CH2:6][CH2:7][CH:8]([CH2:12]O)[O:9]2)=[CH:4][CH:3]=1.C(Br)(Br)(Br)[Br:15].C1(P(C2C=CC=CC=2)C2C=CC=CC=2)C=CC=CC=1. (2) Given the product [CH2:10]([O:12][C:13]([C:14]1[C:15](=[O:16])[N:7]2[N:8]=[C:4]([CH:1]3[CH2:3][CH2:2]3)[CH:5]=[C:6]2[NH:9][CH:20]=1)=[O:24])[CH3:11], predict the reactants needed to synthesize it. The reactants are: [CH:1]1([C:4]2[CH:5]=[C:6]([NH2:9])[NH:7][N:8]=2)[CH2:3][CH2:2]1.[CH2:10]([O:12][C:13](=[O:24])[C:14](=[CH:20]OCC)[C:15](OCC)=[O:16])[CH3:11]. (3) Given the product [C:1]([O-:9])(=[S:8])[C:2]1[CH:7]=[CH:6][CH:5]=[CH:4][CH:3]=1.[Na+:11], predict the reactants needed to synthesize it. The reactants are: [C:1]([OH:9])(=[S:8])[C:2]1[CH:7]=[CH:6][CH:5]=[CH:4][CH:3]=1.[OH-].[Na+:11]. (4) Given the product [C:27]([O:31][C:32]([N:34]1[CH2:39][CH2:38][CH2:37][C@H:36]([NH:40][C:24]([C:21]2[C:17]3[N:18]=[CH:19][N:20]=[C:15]([C:7]4[CH:8]=[C:9]([F:14])[C:10]([O:12][CH3:13])=[CH:11][C:6]=4[O:5][CH2:4][CH:1]4[CH2:3][CH2:2]4)[C:16]=3[NH:23][CH:22]=2)=[O:25])[CH2:35]1)=[O:33])([CH3:30])([CH3:28])[CH3:29], predict the reactants needed to synthesize it. The reactants are: [CH:1]1([CH2:4][O:5][C:6]2[CH:11]=[C:10]([O:12][CH3:13])[C:9]([F:14])=[CH:8][C:7]=2[C:15]2[C:16]3[NH:23][CH:22]=[C:21]([C:24](O)=[O:25])[C:17]=3[N:18]=[CH:19][N:20]=2)[CH2:3][CH2:2]1.[C:27]([O:31][C:32]([N:34]1[CH2:39][CH2:38][CH2:37][C@H:36]([NH2:40])[CH2:35]1)=[O:33])([CH3:30])([CH3:29])[CH3:28]. (5) Given the product [CH3:29][O:30][C:31]([CH3:35])([CH3:34])[CH2:32][NH:33][C:12]([C:10]1[CH:9]=[CH:8][C:7]2[N:3]([CH2:1][CH3:2])[C:4]([NH:15][C:16]3[S:17][C:18]4[CH:24]=[C:23]([C:25]([F:26])([F:28])[F:27])[CH:22]=[CH:21][C:19]=4[N:20]=3)=[N:5][C:6]=2[CH:11]=1)=[O:13], predict the reactants needed to synthesize it. The reactants are: [CH2:1]([N:3]1[C:7]2[CH:8]=[CH:9][C:10]([C:12](O)=[O:13])=[CH:11][C:6]=2[N:5]=[C:4]1[NH:15][C:16]1[S:17][C:18]2[CH:24]=[C:23]([C:25]([F:28])([F:27])[F:26])[CH:22]=[CH:21][C:19]=2[N:20]=1)[CH3:2].[CH3:29][O:30][C:31]([CH3:35])([CH3:34])[CH2:32][NH2:33].CN(C(ON1N=NC2C=CC=CC1=2)=[N+](C)C)C.F[P-](F)(F)(F)(F)F.CCN(C(C)C)C(C)C. (6) Given the product [CH3:5][CH:6]([CH2:11][C:12]([CH3:15])([CH3:14])[CH3:13])[CH2:7][C:8]([C:16]1[CH:21]=[CH:20][CH:19]=[CH:18][CH:17]=1)=[O:9], predict the reactants needed to synthesize it. The reactants are: [Cl-].[Al+3].[Cl-].[Cl-].[CH3:5][CH:6]([CH2:11][C:12]([CH3:15])([CH3:14])[CH3:13])[CH2:7][C:8](Cl)=[O:9].[CH:16]1[CH:21]=[CH:20][CH:19]=[CH:18][CH:17]=1. (7) Given the product [Cl:1][C:2]1[CH:11]=[C:6]([C:7]2[CH:13]=[C:12]([C:14]3[CH:19]=[C:18]([F:20])[CH:17]=[C:16]([F:21])[CH:15]=3)[O:9][N:8]=2)[CH:5]=[N:4][CH:3]=1, predict the reactants needed to synthesize it. The reactants are: [Cl:1][C:2]1[CH:3]=[N:4][CH:5]=[C:6]([CH:11]=1)[C:7](Cl)=[N:8][OH:9].[C:12]([C:14]1[CH:19]=[C:18]([F:20])[CH:17]=[C:16]([F:21])[CH:15]=1)#[CH:13].N. (8) Given the product [NH:31]1[CH:32]=[CH:33][C:29]([C:26]2[CH:25]=[CH:24][C:23]([C:22]3[CH:21]=[N:20][N:17]4[CH:18]=[CH:19][C:14]([N:9]5[C@@H:8]([C:5]6[CH:6]=[CH:7][C:2]([F:1])=[CH:3][CH:4]=6)[CH2:12][O:11][C:10]5=[O:13])=[N:15][C:16]=34)=[CH:28][CH:27]=2)=[N:30]1, predict the reactants needed to synthesize it. The reactants are: [F:1][C:2]1[CH:7]=[CH:6][C:5]([C@H:8]2[CH2:12][O:11][C:10](=[O:13])[N:9]2[C:14]2[CH:19]=[CH:18][N:17]3[N:20]=[CH:21][C:22]([C:23]4[CH:28]=[CH:27][C:26]([C:29]5[CH:33]=[CH:32][N:31](COCC[Si](C)(C)C)[N:30]=5)=[CH:25][CH:24]=4)=[C:16]3[N:15]=2)=[CH:4][CH:3]=1.C(O)(C(F)(F)F)=O.